From a dataset of Forward reaction prediction with 1.9M reactions from USPTO patents (1976-2016). Predict the product of the given reaction. (1) Given the reactants C(OC(=O)[N:7]([C:12]1[CH:13]=[N:14][CH:15]=[CH:16][C:17]=1[C:18]1[CH:23]=[CH:22][CH:21]=[CH:20][C:19]=1[Cl:24])[CH2:8][CH2:9][O:10][CH3:11])(C)(C)C, predict the reaction product. The product is: [Cl:24][C:19]1[CH:20]=[CH:21][CH:22]=[CH:23][C:18]=1[C:17]1[CH:16]=[CH:15][N:14]=[CH:13][C:12]=1[NH:7][CH2:8][CH2:9][O:10][CH3:11]. (2) Given the reactants [C:1]1([NH:7][C:8]2[CH:16]=[CH:15][C:11]([C:12]([OH:14])=O)=[CH:10][N:9]=2)[CH:6]=[CH:5][CH:4]=[CH:3][CH:2]=1.CCN(C(C)C)C(C)C.C1C=CC2N(O)N=NC=2C=1.CCN=C=NCCCN(C)C.Cl.Cl.[CH2:49]([O:51][C:52](=[O:55])[CH2:53][NH2:54])[CH3:50], predict the reaction product. The product is: [CH2:49]([O:51][C:52](=[O:55])[CH2:53][NH:54][C:12]([C:11]1[CH:10]=[N:9][C:8]([NH:7][C:1]2[CH:2]=[CH:3][CH:4]=[CH:5][CH:6]=2)=[CH:16][CH:15]=1)=[O:14])[CH3:50]. (3) Given the reactants [Cl:1][C:2]1[CH:3]=[C:4]2[C:8](=[CH:9][CH:10]=1)[NH:7][CH:6]=[C:5]2[C:11]1[CH2:12][CH2:13][NH:14][CH2:15][CH:16]=1.[CH3:17][N:18]([CH3:32])[C:19]1([C:26]2[CH:31]=[CH:30][CH:29]=[CH:28][CH:27]=2)[CH2:24][CH2:23][C:22](=O)[CH2:21][CH2:20]1.C(O)(=O)C, predict the reaction product. The product is: [Cl:1][C:2]1[CH:3]=[C:4]2[C:8](=[CH:9][CH:10]=1)[NH:7][CH:6]=[C:5]2[C:11]1[CH2:12][CH2:13][N:14]([CH:22]2[CH2:21][CH2:20][C:19]([N:18]([CH3:32])[CH3:17])([C:26]3[CH:31]=[CH:30][CH:29]=[CH:28][CH:27]=3)[CH2:24][CH2:23]2)[CH2:15][CH:16]=1. (4) The product is: [Br:1][C:2]1[CH:10]=[C:9]([CH3:11])[C:5]([C:6]([NH2:15])=[O:7])=[C:4]([F:12])[CH:3]=1. Given the reactants [Br:1][C:2]1[CH:10]=[C:9]([CH3:11])[C:5]([C:6](O)=[O:7])=[C:4]([F:12])[CH:3]=1.C(N1C=CN=C1)([N:15]1C=CN=C1)=O.N, predict the reaction product. (5) Given the reactants [CH3:1][C:2]1[N:3]([C:8]2[C:9]([C:19]([O:21][CH3:22])=[O:20])=[N:10][C:11]([OH:18])=[C:12]([C:14]([F:17])([F:16])[F:15])[CH:13]=2)[C:4]([CH3:7])=[CH:5][CH:6]=1.[CH3:23][CH2:24]O.C1(P(C2C=CC=CC=2)C2C=CC=CC=2)C=CC=CC=1.CCOC(/N=N/C(OCC)=O)=O, predict the reaction product. The product is: [CH3:7][C:4]1[N:3]([C:8]2[C:9]([C:19]([O:21][CH3:22])=[O:20])=[N:10][C:11]([O:18][CH2:23][CH3:24])=[C:12]([C:14]([F:15])([F:16])[F:17])[CH:13]=2)[C:2]([CH3:1])=[CH:6][CH:5]=1. (6) Given the reactants [CH2:1]([Mg]Br)[CH3:2].[C:5]([C:9]1[CH2:13][CH2:12][C:11](=O)[CH:10]=1)([CH3:8])([CH3:7])[CH3:6].Cl, predict the reaction product. The product is: [CH2:1]([C:12]1[CH2:11][CH:10]=[C:9]([C:5]([CH3:8])([CH3:7])[CH3:6])[CH:13]=1)[CH3:2]. (7) Given the reactants [F:1][C:2]1[C:50]([F:51])=[CH:49][CH:48]=[CH:47][C:3]=1[CH2:4][S:5][C:6]1[N:11]=[C:10]([NH:12][S:13]([N:16]2[CH2:21][CH2:20][N:19]([CH3:22])[CH2:18][CH2:17]2)(=[O:15])=[O:14])[CH:9]=[C:8]([O:23][C@H:24]([CH3:46])[CH2:25][O:26]C(C2C=CC=CC=2)(C2C=CC=CC=2)C2C=CC=CC=2)[N:7]=1.C(O)(C(F)(F)F)=O, predict the reaction product. The product is: [F:1][C:2]1[C:50]([F:51])=[CH:49][CH:48]=[CH:47][C:3]=1[CH2:4][S:5][C:6]1[N:11]=[C:10]([NH:12][S:13]([N:16]2[CH2:17][CH2:18][N:19]([CH3:22])[CH2:20][CH2:21]2)(=[O:14])=[O:15])[CH:9]=[C:8]([O:23][C@H:24]([CH3:46])[CH2:25][OH:26])[N:7]=1. (8) Given the reactants Cl[C:2]([O:4][C:5]1[CH:10]=[CH:9][CH:8]=[CH:7][CH:6]=1)=[O:3].[NH2:11][C:12]1[C:13]([O:26][CH3:27])=[C:14]([CH:19]=[C:20]([C:22]([CH3:25])([CH3:24])[CH3:23])[CH:21]=1)[C:15]([O:17][CH3:18])=[O:16].C([O-])(O)=O.[Na+], predict the reaction product. The product is: [C:22]([C:20]1[CH:21]=[C:12]([NH:11][C:2]([O:4][C:5]2[CH:10]=[CH:9][CH:8]=[CH:7][CH:6]=2)=[O:3])[C:13]([O:26][CH3:27])=[C:14]([CH:19]=1)[C:15]([O:17][CH3:18])=[O:16])([CH3:25])([CH3:23])[CH3:24].